Dataset: Full USPTO retrosynthesis dataset with 1.9M reactions from patents (1976-2016). Task: Predict the reactants needed to synthesize the given product. (1) Given the product [C:13]([O:17][C:18](=[O:19])[NH:5][CH2:4][C:3]1[CH:6]=[CH:7][C:8]([NH2:10])=[CH:9][C:2]=1[F:1])([CH3:16])([CH3:15])[CH3:14], predict the reactants needed to synthesize it. The reactants are: [F:1][C:2]1[CH:9]=[C:8]([N+:10]([O-])=O)[CH:7]=[CH:6][C:3]=1[C:4]#[N:5].[C:13]([O:17][C:18](ON=C(C1C=CC=CC=1)C#N)=[O:19])([CH3:16])([CH3:15])[CH3:14].C(N(CC)CC)C. (2) The reactants are: C([C@H]1CC[C@H](OC2C=C3C(=CC=2)C=C(C([N+]([O-])=O)(C)CCC(O)=O)C=C3)CC1)(C)(C)C.[C:32]([C@H:36]1[CH2:41][CH2:40][C@H:39]([O:42][C:43]2[C:44]([C:64]([F:67])([F:66])[F:65])=[C:45]3[C:50](=[CH:51][CH:52]=2)[CH:49]=[C:48]([C:53]([N+:61]([O-:63])=[O:62])([CH3:60])[CH2:54][CH2:55][C:56]([O:58]C)=[O:57])[CH:47]=[CH:46]3)[CH2:38][CH2:37]1)([CH3:35])([CH3:34])[CH3:33]. Given the product [C:32]([C@H:36]1[CH2:37][CH2:38][C@H:39]([O:42][C:43]2[C:44]([C:64]([F:65])([F:66])[F:67])=[C:45]3[C:50](=[CH:51][CH:52]=2)[CH:49]=[C:48]([C:53]([N+:61]([O-:63])=[O:62])([CH3:60])[CH2:54][CH2:55][C:56]([OH:58])=[O:57])[CH:47]=[CH:46]3)[CH2:40][CH2:41]1)([CH3:33])([CH3:34])[CH3:35], predict the reactants needed to synthesize it.